This data is from Reaction yield outcomes from USPTO patents with 853,638 reactions. The task is: Predict the reaction yield, written as a fraction of the theoretical maximum amount of product (1.0 means a 100% yield; for example, 0.34 means a 34% yield). The reactants are [CH3:1][O:2][C:3]([C:5]1[S:6][C:7]([C:14](=O)[CH:15]=[C:16]([C:21]2[CH:26]=[C:25]([Cl:27])[CH:24]=[C:23]([Cl:28])[CH:22]=2)[C:17]([F:20])([F:19])[F:18])=[C:8]2[CH2:13][CH2:12][CH2:11][CH2:10][C:9]=12)=[O:4].[OH-:30].[Na+].[NH2:32]O.Cl. The catalyst is CO.O. The product is [CH3:1][O:2][C:3]([C:5]1[S:6][C:7]([C:14]2[CH2:15][C:16]([C:21]3[CH:26]=[C:25]([Cl:27])[CH:24]=[C:23]([Cl:28])[CH:22]=3)([C:17]([F:20])([F:19])[F:18])[O:30][N:32]=2)=[C:8]2[CH2:13][CH2:12][CH2:11][CH2:10][C:9]=12)=[O:4]. The yield is 0.931.